Task: Regression. Given two drug SMILES strings and cell line genomic features, predict the synergy score measuring deviation from expected non-interaction effect.. Dataset: NCI-60 drug combinations with 297,098 pairs across 59 cell lines Drug 1: CC1C(C(CC(O1)OC2CC(CC3=C2C(=C4C(=C3O)C(=O)C5=C(C4=O)C(=CC=C5)OC)O)(C(=O)C)O)N)O.Cl. Drug 2: C1=NC2=C(N=C(N=C2N1C3C(C(C(O3)CO)O)F)Cl)N. Cell line: HL-60(TB). Synergy scores: CSS=92.0, Synergy_ZIP=6.65, Synergy_Bliss=7.62, Synergy_Loewe=4.59, Synergy_HSA=8.07.